From a dataset of Catalyst prediction with 721,799 reactions and 888 catalyst types from USPTO. Predict which catalyst facilitates the given reaction. (1) The catalyst class is: 12. Product: [ClH:20].[ClH:20].[NH2:10][C@@H:7]([CH2:8][CH3:9])[C@H:6]([OH:18])[C:5]([NH:4][CH:1]1[CH2:2][CH2:3]1)=[O:19]. Reactant: [CH:1]1([NH:4][C:5](=[O:19])[C@@H:6]([OH:18])[C@@H:7]([NH:10]C(=O)OC(C)(C)C)[CH2:8][CH3:9])[CH2:3][CH2:2]1.[ClH:20]. (2) Reactant: [CH3:1][O:2][C:3]([C:5]1[CH:6]=[C:7]([CH3:17])[C:8]2[NH:12][C:11]([CH2:13][CH2:14][CH3:15])=[N:10][C:9]=2[CH:16]=1)=[O:4].CC(C)([O-])C.[K+].Br[CH2:25][C:26]1[CH:43]=[CH:42][C:29]2/[C:30](=[CH:39]/[C:40]#[N:41])/[C:31]3[CH:38]=[CH:37][CH:36]=[CH:35][C:32]=3[CH2:33][CH2:34][C:28]=2[CH:27]=1.C(OCC)(=O)C. Product: [CH3:1][O:2][C:3]([C:5]1[CH:6]=[C:7]([CH3:17])[C:8]2[N:12]=[C:11]([CH2:13][CH2:14][CH3:15])[N:10]([CH2:25][C:26]3[CH:43]=[CH:42][C:29]4/[C:30](=[CH:39]/[C:40]#[N:41])/[C:31]5[CH:38]=[CH:37][CH:36]=[CH:35][C:32]=5[CH2:33][CH2:34][C:28]=4[CH:27]=3)[C:9]=2[CH:16]=1)=[O:4]. The catalyst class is: 3.